From a dataset of Reaction yield outcomes from USPTO patents with 853,638 reactions. Predict the reaction yield, written as a fraction of the theoretical maximum amount of product (1.0 means a 100% yield; for example, 0.34 means a 34% yield). The reactants are [CH3:1][C:2]1[CH:7]=[CH:6][N:5]=[CH:4][C:3]=1[N:8]1[CH2:12][CH2:11][NH:10][C:9]1=[O:13].Br[C:15]1[CH:22]=[CH:21][C:18]([C:19]#[N:20])=[C:17]([F:23])[CH:16]=1.N[C@@H]1CCCC[C@H]1N.P([O-])([O-])([O-])=O.[K+].[K+].[K+]. The catalyst is [Cu](I)I.O1CCOCC1. The product is [F:23][C:17]1[CH:16]=[C:15]([N:10]2[CH2:11][CH2:12][N:8]([C:3]3[CH:4]=[N:5][CH:6]=[CH:7][C:2]=3[CH3:1])[C:9]2=[O:13])[CH:22]=[CH:21][C:18]=1[C:19]#[N:20]. The yield is 0.325.